From a dataset of Forward reaction prediction with 1.9M reactions from USPTO patents (1976-2016). Predict the product of the given reaction. (1) Given the reactants C([O:8][C:9]1[CH:25]=[CH:24][C:12]([CH2:13][CH:14]([CH2:20][CH2:21][CH2:22][CH3:23])[C:15]([O:17][CH2:18][CH3:19])=[O:16])=[CH:11][CH:10]=1)C1C=CC=CC=1, predict the reaction product. The product is: [OH:8][C:9]1[CH:10]=[CH:11][C:12]([CH2:13][CH:14]([CH2:20][CH2:21][CH2:22][CH3:23])[C:15]([O:17][CH2:18][CH3:19])=[O:16])=[CH:24][CH:25]=1. (2) Given the reactants [CH2:1]([O:8][C:9](=[O:18])[NH:10][C:11]1([CH3:17])[CH2:16][CH2:15][NH:14][CH2:13][CH2:12]1)[C:2]1[CH:7]=[CH:6][CH:5]=[CH:4][CH:3]=1.[C:19]([O:23][C:24](=[O:32])[C:25]1[CH:30]=[CH:29][C:28](F)=[N:27][CH:26]=1)([CH3:22])([CH3:21])[CH3:20], predict the reaction product. The product is: [C:19]([O:23][C:24]([C:25]1[CH:30]=[CH:29][C:28]([N:14]2[CH2:15][CH2:16][C:11]([NH:10][C:9]([O:8][CH2:1][C:2]3[CH:7]=[CH:6][CH:5]=[CH:4][CH:3]=3)=[O:18])([CH3:17])[CH2:12][CH2:13]2)=[N:27][CH:26]=1)=[O:32])([CH3:22])([CH3:20])[CH3:21]. (3) Given the reactants C([N:8]1[CH2:12][CH2:11][CH:10]([C:13]2[CH:18]=[CH:17][N:16]=[CH:15][CH:14]=2)[CH2:9]1)C1C=CC=CC=1.[C:19]([O-:22])([OH:21])=O.[Na+].[CH2:24](N(CC)CC)C.[C:39](O[C:39]([O:41][C:42]([CH3:45])([CH3:44])[CH3:43])=[O:40])([O:41][C:42]([CH3:45])([CH3:44])[CH3:43])=[O:40].[CH2:46]1[CH2:50]OC[CH2:47]1, predict the reaction product. The product is: [C:46]([O:21][C:19]([N:16]1[CH2:15][CH2:14][CH:13]([CH:10]2[CH2:11][CH2:12][N:8]([C:39]([O:41][C:42]([CH3:43])([CH3:44])[CH3:45])=[O:40])[CH2:9]2)[CH2:18][CH2:17]1)=[O:22])([CH3:47])([CH3:50])[CH3:24].